From a dataset of Forward reaction prediction with 1.9M reactions from USPTO patents (1976-2016). Predict the product of the given reaction. Given the reactants CC(C)([O-])C.[Na+].[Br:7][C:8]1[CH:9]=[C:10]([CH2:16][C:17]#[N:18])[CH:11]=[CH:12][C:13]=1[O:14][CH3:15].Br[CH2:20][CH2:21][O:22][CH2:23][CH2:24]Br, predict the reaction product. The product is: [Br:7][C:8]1[CH:9]=[C:10]([C:16]2([C:17]#[N:18])[CH2:24][CH2:23][O:22][CH2:21][CH2:20]2)[CH:11]=[CH:12][C:13]=1[O:14][CH3:15].